Dataset: NCI-60 drug combinations with 297,098 pairs across 59 cell lines. Task: Regression. Given two drug SMILES strings and cell line genomic features, predict the synergy score measuring deviation from expected non-interaction effect. (1) Drug 1: C1=CC(=CC=C1CC(C(=O)O)N)N(CCCl)CCCl.Cl. Drug 2: CC(C)(C#N)C1=CC(=CC(=C1)CN2C=NC=N2)C(C)(C)C#N. Cell line: OVCAR-5. Synergy scores: CSS=0.846, Synergy_ZIP=0.306, Synergy_Bliss=1.01, Synergy_Loewe=-3.51, Synergy_HSA=-3.13. (2) Drug 1: C1C(C(OC1N2C=C(C(=O)NC2=O)F)CO)O. Drug 2: CC1=C(C=C(C=C1)NC(=O)C2=CC=C(C=C2)CN3CCN(CC3)C)NC4=NC=CC(=N4)C5=CN=CC=C5. Cell line: HCT116. Synergy scores: CSS=-1.64, Synergy_ZIP=-5.13, Synergy_Bliss=-7.67, Synergy_Loewe=-23.5, Synergy_HSA=-8.34. (3) Drug 1: C1C(C(OC1N2C=NC3=C2NC=NCC3O)CO)O. Drug 2: CCC1(C2=C(COC1=O)C(=O)N3CC4=CC5=C(C=CC(=C5CN(C)C)O)N=C4C3=C2)O.Cl. Cell line: BT-549. Synergy scores: CSS=15.3, Synergy_ZIP=-7.57, Synergy_Bliss=0.779, Synergy_Loewe=-12.6, Synergy_HSA=0.882. (4) Drug 1: C1CC(=O)NC(=O)C1N2CC3=C(C2=O)C=CC=C3N. Drug 2: CN(C)C1=NC(=NC(=N1)N(C)C)N(C)C. Cell line: SR. Synergy scores: CSS=17.0, Synergy_ZIP=-3.15, Synergy_Bliss=-1.40, Synergy_Loewe=2.61, Synergy_HSA=2.90.